From a dataset of Experimentally validated miRNA-target interactions with 360,000+ pairs, plus equal number of negative samples. Binary Classification. Given a miRNA mature sequence and a target amino acid sequence, predict their likelihood of interaction. The miRNA is gga-miR-21-5p with sequence UAGCUUAUCAGACUGAUGUUGA. The protein sequence of the target gene is MAEPLRGRGPRSRGGRGARRARGARGRCPRARQSPARLIPDTVLVDLVSDSDEEVLEVADPVEVPVARLPAPAKPEQDSDSDSEGAAEGPAGAPRTLVRRRRRRLLDPGEAPVVPVYSGKVQSSLNLIPDNSSLLKLCPSEPEDEADLTNSGSSPSEDDALPSGSPWRKKLRKKCEKEEKKMEEFPDQDISPLPQPSSRNKSRKHTEALQKLREVNKRLQDLRSCLSPKQHQSPALQSTDDEVVLVEGPVLPQSSRLFTLKIRCRADLVRLPVRMSEPLQNVVDHMANHLGVSPNRILLL.... Result: 0 (no interaction).